The task is: Predict the product of the given reaction.. This data is from Forward reaction prediction with 1.9M reactions from USPTO patents (1976-2016). (1) The product is: [CH3:24][N:13]([C@@H:14]([CH3:23])[CH2:15][CH2:16][C:17]1[CH:22]=[CH:21][CH:20]=[CH:19][CH:18]=1)[S:10]([C:3]1[C:4]([CH3:9])=[CH:5][C:6]([CH3:8])=[CH:7][C:2]=1[CH3:1])(=[O:12])=[O:11]. Given the reactants [CH3:1][C:2]1[CH:7]=[C:6]([CH3:8])[CH:5]=[C:4]([CH3:9])[C:3]=1[S:10]([NH:13][C@@H:14]([CH3:23])[CH2:15][CH2:16][C:17]1[CH:22]=[CH:21][CH:20]=[CH:19][CH:18]=1)(=[O:12])=[O:11].[C:24](=O)([O-])[O-].[K+].[K+].IC.ClCCl, predict the reaction product. (2) Given the reactants [NH2:1][CH2:2][CH:3]1[CH2:8][CH2:7][C:6]2[C:9]3[C:14]([NH:15][C:16]4[CH:25]=[CH:24][C:19]5[NH:20][C:21](=[O:23])[S:22][C:18]=5[CH:17]=4)=[N:13][CH:12]=[N:11][C:10]=3[S:26][C:5]=2[CH2:4]1.[CH3:27][CH:28]([S:30](Cl)(=[O:32])=[O:31])[CH3:29], predict the reaction product. The product is: [O:23]=[C:21]1[NH:20][C:19]2[CH:24]=[CH:25][C:16]([NH:15][C:14]3[C:9]4[C:6]5[CH2:7][CH2:8][CH:3]([CH2:2][NH:1][S:30]([CH:28]([CH3:29])[CH3:27])(=[O:32])=[O:31])[CH2:4][C:5]=5[S:26][C:10]=4[N:11]=[CH:12][N:13]=3)=[CH:17][C:18]=2[S:22]1. (3) Given the reactants [F:1][C:2]([F:15])([F:14])[C:3]1[C:11]([C:12]#[N:13])=[CH:10][CH:9]=[C:8]2[C:4]=1[CH:5]=[CH:6][NH:7]2.Cl[CH2:17][C:18]1[N:22]=[C:21]([C:23]2[C:24]([S:29][CH3:30])=[N:25][CH:26]=[CH:27][CH:28]=2)[O:20][N:19]=1, predict the reaction product. The product is: [CH3:30][S:29][C:24]1[C:23]([C:21]2[O:20][N:19]=[C:18]([CH2:17][N:7]3[C:8]4[C:4](=[C:3]([C:2]([F:14])([F:1])[F:15])[C:11]([C:12]#[N:13])=[CH:10][CH:9]=4)[CH:5]=[CH:6]3)[N:22]=2)=[CH:28][CH:27]=[CH:26][N:25]=1. (4) Given the reactants [CH3:1][O:2][C:3]1[CH:11]=[CH:10][C:6]([C:7](Cl)=[O:8])=[CH:5][CH:4]=1.C(N(CC)CC)C.[CH2:19]([O:21][C:22]([CH:24]1[CH2:28][CH2:27][NH:26][CH2:25]1)=[O:23])[CH3:20], predict the reaction product. The product is: [CH2:19]([O:21][C:22]([CH:24]1[CH2:28][CH2:27][N:26]([C:7](=[O:8])[C:6]2[CH:10]=[CH:11][C:3]([O:2][CH3:1])=[CH:4][CH:5]=2)[CH2:25]1)=[O:23])[CH3:20]. (5) Given the reactants [F:1][C:2]([F:44])([F:43])[C:3]1[CH:4]=[C:5]([C@H:13]([O:15][C@H:16]2[O:34][CH2:33][C@@H:19]3[CH2:20][N:21]([C:23]4[S:24][C:25]([C:28](OCC)=[O:29])=[CH:26][N:27]=4)[CH2:22][C@H:18]3[C@@H:17]2[C:35]2[CH:40]=[CH:39][C:38]([F:41])=[CH:37][C:36]=2[CH3:42])[CH3:14])[CH:6]=[C:7]([C:9]([F:12])([F:11])[F:10])[CH:8]=1.[H-].[H-].[H-].[H-].[Li+].[Al+3], predict the reaction product. The product is: [F:12][C:9]([F:10])([F:11])[C:7]1[CH:6]=[C:5]([C@H:13]([O:15][C@H:16]2[O:34][CH2:33][C@@H:19]3[CH2:20][N:21]([C:23]4[S:24][C:25]([CH2:28][OH:29])=[CH:26][N:27]=4)[CH2:22][C@H:18]3[C@@H:17]2[C:35]2[CH:40]=[CH:39][C:38]([F:41])=[CH:37][C:36]=2[CH3:42])[CH3:14])[CH:4]=[C:3]([C:2]([F:1])([F:44])[F:43])[CH:8]=1. (6) Given the reactants [Cl:1][C:2]1[CH:10]=[CH:9][C:8]([N:11]2[C:15](=[O:16])[NH:14][N:13]=[CH:12]2)=[CH:7][C:3]=1[C:4]([OH:6])=O.ON1C2C=CC=CC=2N=N1.Cl.C(N=C=NCCCN(C)C)C.[Cl:39][C:40]1[CH:48]=[CH:47][CH:46]=[CH:45][C:41]=1[CH2:42][CH2:43][NH2:44].C(N(CC)CC)C, predict the reaction product. The product is: [Cl:1][C:2]1[CH:10]=[CH:9][C:8]([N:11]2[C:15](=[O:16])[NH:14][N:13]=[CH:12]2)=[CH:7][C:3]=1[C:4]([NH:44][CH2:43][CH2:42][C:41]1[CH:45]=[CH:46][CH:47]=[CH:48][C:40]=1[Cl:39])=[O:6]. (7) The product is: [Cl:21][C:13]1[CH:12]=[C:11]([CH:4]([CH2:5][C@H:6]2[CH2:10][CH2:9][CH2:8][O:7]2)[C:3]([OH:22])=[O:2])[CH:16]=[CH:15][C:14]=1[S:17]([CH3:20])(=[O:19])=[O:18]. Given the reactants C[O:2][C:3](=[O:22])[CH:4]([C:11]1[CH:16]=[CH:15][C:14]([S:17]([CH3:20])(=[O:19])=[O:18])=[C:13]([Cl:21])[CH:12]=1)[CH2:5][C@H:6]1[CH2:10][CH2:9][CH2:8][O:7]1.O.[OH-].[Li+], predict the reaction product.